This data is from Forward reaction prediction with 1.9M reactions from USPTO patents (1976-2016). The task is: Predict the product of the given reaction. (1) The product is: [Cl:23][C:24]1[C:29]2[N:30]=[C:31]([C:33]3[C:34](=[O:35])[O:22][C:4]4[C:3]([CH:1]=3)=[CH:8][CH:7]=[C:6]([CH:9]3[CH2:14][CH2:13][N:12]([C:15]([O:17][C:18]([CH3:19])([CH3:20])[CH3:21])=[O:16])[CH2:11][CH2:10]3)[CH:5]=4)[S:32][C:28]=2[CH:27]=[CH:26][CH:25]=1. Given the reactants [CH:1]([C:3]1[CH:8]=[CH:7][C:6]([CH:9]2[CH2:14][CH2:13][N:12]([C:15]([O:17][C:18]([CH3:21])([CH3:20])[CH3:19])=[O:16])[CH2:11][CH2:10]2)=[CH:5][C:4]=1[OH:22])=O.[Cl:23][C:24]1[C:29]2[N:30]=[C:31]([CH2:33][C:34](OCC)=[O:35])[S:32][C:28]=2[CH:27]=[CH:26][CH:25]=1.N1CCCCC1.C(O)(=O)C, predict the reaction product. (2) Given the reactants C([O-])([O-])=O.[K+].[K+].[Cl:7][C:8]1[N:13]=[CH:12][C:11]([OH:14])=[CH:10][C:9]=1[F:15].[Si:16]([O:23][CH2:24][CH2:25]Br)([C:19]([CH3:22])([CH3:21])[CH3:20])([CH3:18])[CH3:17], predict the reaction product. The product is: [Si:16]([O:23][CH2:24][CH2:25][O:14][C:11]1[CH:10]=[C:9]([F:15])[C:8]([Cl:7])=[N:13][CH:12]=1)([C:19]([CH3:22])([CH3:21])[CH3:20])([CH3:18])[CH3:17].